This data is from Full USPTO retrosynthesis dataset with 1.9M reactions from patents (1976-2016). The task is: Predict the reactants needed to synthesize the given product. (1) Given the product [CH3:1][C:2]1[N:3]=[C:4]([NH:7][C:8](=[O:33])[CH2:9][C:10]2[CH:15]=[CH:14][C:13]([O:16][C:17]3[C:26]4[C:21](=[CH:22][C:23]([O:31][CH3:32])=[C:24]([C:27]([OH:29])=[O:28])[CH:25]=4)[N:20]=[CH:19][CH:18]=3)=[CH:12][CH:11]=2)[S:5][CH:6]=1, predict the reactants needed to synthesize it. The reactants are: [CH3:1][C:2]1[N:3]=[C:4]([NH:7][C:8](=[O:33])[CH2:9][C:10]2[CH:15]=[CH:14][C:13]([O:16][C:17]3[C:26]4[C:21](=[CH:22][C:23]([O:31][CH3:32])=[C:24]([C:27]([O:29]C)=[O:28])[CH:25]=4)[N:20]=[CH:19][CH:18]=3)=[CH:12][CH:11]=2)[S:5][CH:6]=1.[OH-].[Li+]. (2) Given the product [NH2:8][C:9]1[C:14]([C:15]([OH:17])=[O:16])=[C:13]([F:19])[C:12]([F:20])=[CH:11][CH:10]=1, predict the reactants needed to synthesize it. The reactants are: CC(OC([NH:8][C:9]1[C:14]([C:15]([O:17]C)=[O:16])=[C:13]([F:19])[C:12]([F:20])=[CH:11][CH:10]=1)=O)(C)C.FC(F)(F)C(O)=O.[OH-].[Li+].Cl. (3) Given the product [C:29]1([C:22]2[O:23][C:24]([C:25]([F:26])([F:27])[F:28])=[C:20]([C:18]([NH:17][C:14]3[CH:13]=[CH:12][C:11]([N:8]4[CH2:7][CH2:6][CH:5]([C:3]([OH:4])=[O:2])[CH2:10][CH2:9]4)=[CH:16][CH:15]=3)=[O:19])[N:21]=2)[CH:34]=[CH:33][CH:32]=[CH:31][CH:30]=1, predict the reactants needed to synthesize it. The reactants are: C[O:2][C:3]([CH:5]1[CH2:10][CH2:9][N:8]([C:11]2[CH:16]=[CH:15][C:14]([NH:17][C:18]([C:20]3[N:21]=[C:22]([C:29]4[CH:34]=[CH:33][CH:32]=[CH:31][CH:30]=4)[O:23][C:24]=3[C:25]([F:28])([F:27])[F:26])=[O:19])=[CH:13][CH:12]=2)[CH2:7][CH2:6]1)=[O:4].[OH-].[Na+].